This data is from Full USPTO retrosynthesis dataset with 1.9M reactions from patents (1976-2016). The task is: Predict the reactants needed to synthesize the given product. (1) The reactants are: Cl.[CH3:2][C:3]1[CH:7]=[C:6]([CH2:8][NH:9][C:10]2[N:15]=[C:14]([NH:16][C:17]3[NH:21][N:20]=[C:19]([O:22][CH2:23][C:24]4[CH:25]=[C:26]([CH:30]=[CH:31][CH:32]=4)[C:27]([OH:29])=[O:28])[CH:18]=3)[CH:13]=[CH:12][N:11]=2)[O:5][N:4]=1.Cl. Given the product [CH3:2][C:3]1[CH:7]=[C:6]([CH2:8][NH:9][C:10]2[N:15]=[C:14]([NH:16][C:17]3[NH:21][N:20]=[C:19]([O:22][CH2:23][C:24]4[CH:25]=[C:26]([CH:30]=[CH:31][CH:32]=4)[C:27]([OH:29])=[O:28])[CH:18]=3)[CH:13]=[CH:12][N:11]=2)[O:5][N:4]=1, predict the reactants needed to synthesize it. (2) Given the product [CH2:13]([O:12][C:11]([NH:10][C@H:7]1[CH2:8][CH2:9][N:4]([C:1]2[O:3][C:24]([CH:34]([CH3:35])[CH3:36])=[C:25]([C:26]([O:28][CH2:29][CH3:30])=[O:27])[N:2]=2)[CH2:5][C@H:6]1[O:21][CH3:22])=[O:20])[C:14]1[CH:15]=[CH:16][CH:17]=[CH:18][CH:19]=1, predict the reactants needed to synthesize it. The reactants are: [C:1]([N:4]1[CH2:9][CH2:8][C@H:7]([NH:10][C:11](=[O:20])[O:12][CH2:13][C:14]2[CH:19]=[CH:18][CH:17]=[CH:16][CH:15]=2)[C@H:6]([O:21][CH3:22])[CH2:5]1)(=[O:3])[NH2:2].Br[CH:24]([CH2:34][CH3:35])[C:25](=O)[C:26]([O:28][CH2:29][CH2:30]CC)=[O:27].[C:36](=O)(O)[O-].[Na+].